This data is from Reaction yield outcomes from USPTO patents with 853,638 reactions. The task is: Predict the reaction yield, written as a fraction of the theoretical maximum amount of product (1.0 means a 100% yield; for example, 0.34 means a 34% yield). (1) The reactants are [NH2:1][C:2]1[CH:3]=[C:4]([CH:10]=[CH:11][C:12]=1[OH:13])[C:5]([O:7][CH2:8][CH3:9])=[O:6].[C:14]([C:22]1[C:23](=[O:33])[N:24]([CH3:32])[C:25](=[O:31])[N:26]([CH3:30])[C:27]=1[CH2:28]Br)(=O)[C:15]1[CH:20]=[CH:19][CH:18]=[CH:17][CH:16]=1. The catalyst is C(O)C. The product is [CH3:30][N:26]1[C:27]2=[CH:28][N:1]([C:2]3[CH:3]=[C:4]([CH:10]=[CH:11][C:12]=3[OH:13])[C:5]([O:7][CH2:8][CH3:9])=[O:6])[C:14]([C:15]3[CH:16]=[CH:17][CH:18]=[CH:19][CH:20]=3)=[C:22]2[C:23](=[O:33])[N:24]([CH3:32])[C:25]1=[O:31]. The yield is 0.985. (2) The reactants are Br[C:2]1[CH:7]=[CH:6][C:5]([C@@H:8]([N:10]2[CH2:15][CH2:14][C@@:13]([C:21]3[CH:26]=[CH:25][C:24]([F:27])=[CH:23][CH:22]=3)([CH2:16][C:17]([OH:20])([CH3:19])[CH3:18])[O:12][C:11]2=[O:28])[CH3:9])=[CH:4][CH:3]=1.[CH3:29][C:30]1([CH3:46])[C:34]([CH3:36])([CH3:35])[O:33][B:32]([B:32]2[O:33][C:34]([CH3:36])([CH3:35])[C:30]([CH3:46])([CH3:29])[O:31]2)[O:31]1.CC([O-])=O.[K+]. The catalyst is CS(C)=O.CCOC(C)=O. The product is [F:27][C:24]1[CH:25]=[CH:26][C:21]([C@:13]2([CH2:16][C:17]([OH:20])([CH3:19])[CH3:18])[O:12][C:11](=[O:28])[N:10]([C@H:8]([C:5]3[CH:6]=[CH:7][C:2]([B:32]4[O:33][C:34]([CH3:36])([CH3:35])[C:30]([CH3:46])([CH3:29])[O:31]4)=[CH:3][CH:4]=3)[CH3:9])[CH2:15][CH2:14]2)=[CH:22][CH:23]=1. The yield is 0.990. (3) The yield is 0.323. The product is [CH3:1][CH:2]([CH2:6][CH3:7])[C:3]([O:12][C:9]([CH3:11])([CH3:10])[CH3:8])=[O:4]. The reactants are [CH3:1][CH:2]([CH2:6][CH3:7])[C:3](Cl)=[O:4].[CH3:8][C:9]([O-:12])([CH3:11])[CH3:10].[K+]. The catalyst is C1COCC1.